From a dataset of Reaction yield outcomes from USPTO patents with 853,638 reactions. Predict the reaction yield, written as a fraction of the theoretical maximum amount of product (1.0 means a 100% yield; for example, 0.34 means a 34% yield). (1) The reactants are [N:1]([CH2:4][CH:5]([O:14][CH:15]([CH3:17])[CH3:16])[CH2:6][C:7]1[CH:12]=[CH:11][C:10]([Cl:13])=[CH:9][CH:8]=1)=[N+]=[N-].CP(C)C.O. The catalyst is C1COCC1. The product is [Cl:13][C:10]1[CH:9]=[CH:8][C:7]([CH2:6][CH:5]([O:14][CH:15]([CH3:17])[CH3:16])[CH2:4][NH2:1])=[CH:12][CH:11]=1. The yield is 0.940. (2) The reactants are [Br:1][C:2]1[CH:7]=[CH:6][C:5]([C:8]2[C:9]3[CH:18]=[CH:17][N:16](S(C4C=CC(C)=CC=4)(=O)=O)[C:10]=3[C:11](=[O:15])[N:12]([CH3:14])[CH:13]=2)=[C:4]([O:29][CH3:30])[CH:3]=1.[OH-].[K+].O. The catalyst is [Br-].C([N+](C)(C)C)CCCCCCCCCCCCCCC.O1CCOCC1. The product is [Br:1][C:2]1[CH:7]=[CH:6][C:5]([C:8]2[C:9]3[CH:18]=[CH:17][NH:16][C:10]=3[C:11](=[O:15])[N:12]([CH3:14])[CH:13]=2)=[C:4]([O:29][CH3:30])[CH:3]=1. The yield is 0.730. (3) The reactants are [C:1]([C:3]1[C:8](=[O:9])[CH:7]=[CH:6][N:5]([C:10]2[CH:15]=[CH:14][CH:13]=[C:12]([C:16]([F:19])([F:18])[F:17])[CH:11]=2)[N:4]=1)#[CH:2].[OH:20][N:21]=[C:22](Cl)[C:23]1[CH:28]=[CH:27][CH:26]=[CH:25][CH:24]=1.CCN(CC)CC. The catalyst is C1COCC1. The product is [C:23]1([C:22]2[C:1]([C:3]3[C:8](=[O:9])[CH:7]=[CH:6][N:5]([C:10]4[CH:15]=[CH:14][CH:13]=[C:12]([C:16]([F:19])([F:18])[F:17])[CH:11]=4)[N:4]=3)=[CH:2][O:20][N:21]=2)[CH:28]=[CH:27][CH:26]=[CH:25][CH:24]=1. The yield is 0.550. (4) The reactants are [Si]([O:8][C:9]1[CH:14]=[CH:13][C:12]([NH:15][C:16]2[NH:20][N:19]=[CH:18][CH:17]=2)=[CH:11][CH:10]=1)(C(C)(C)C)(C)C.N12CCCN=C1CCCCC2.[C:32]([C:34]1[CH:39]=[CH:38][CH:37]=[CH:36][C:35]=1[C:40]1[CH:45]=[CH:44][C:43]([CH2:46][CH:47]([C:53](=O)[CH2:54][CH2:55][CH3:56])[C:48](OCC)=[O:49])=[CH:42][CH:41]=1)#[N:33].[F-].C([N+](CCCC)(CCCC)CCCC)CCC.[Cl-].[NH4+]. The catalyst is CCN(C1C=CC=CC=1)CC.C(OCC)(=O)C.O1CCCC1. The product is [OH:8][C:9]1[CH:10]=[CH:11][C:12]([N:15]2[C:48](=[O:49])[C:47]([CH2:46][C:43]3[CH:44]=[CH:45][C:40]([C:35]4[C:34]([C:32]#[N:33])=[CH:39][CH:38]=[CH:37][CH:36]=4)=[CH:41][CH:42]=3)=[C:53]([CH2:54][CH2:55][CH3:56])[N:20]3[N:19]=[CH:18][CH:17]=[C:16]23)=[CH:13][CH:14]=1. The yield is 0.790.